Dataset: Reaction yield outcomes from USPTO patents with 853,638 reactions. Task: Predict the reaction yield, written as a fraction of the theoretical maximum amount of product (1.0 means a 100% yield; for example, 0.34 means a 34% yield). (1) The reactants are [C:1]([C:5]1[NH:6][C:7]2[C:12]([CH:13]=1)=[CH:11][C:10]([N+:14]([O-])=O)=[C:9]([F:17])[CH:8]=2)([CH3:4])([CH3:3])[CH3:2]. The catalyst is CO.[Ni]. The product is [C:1]([C:5]1[NH:6][C:7]2[C:12]([CH:13]=1)=[CH:11][C:10]([NH2:14])=[C:9]([F:17])[CH:8]=2)([CH3:4])([CH3:2])[CH3:3]. The yield is 0.380. (2) The reactants are O=S(Cl)[Cl:3].[NH2:5][CH2:6][CH2:7][CH2:8][CH2:9][CH2:10][CH2:11][CH2:12][CH2:13][CH2:14][CH2:15][CH2:16][C:17]([OH:19])=[O:18].[CH3:20]O. No catalyst specified. The product is [ClH:3].[CH3:20][O:18][C:17](=[O:19])[CH2:16][CH2:15][CH2:14][CH2:13][CH2:12][CH2:11][CH2:10][CH2:9][CH2:8][CH2:7][CH2:6][NH2:5]. The yield is 0.600. (3) The yield is 0.510. The product is [NH2:10][CH2:11][CH2:12][CH2:13][CH2:14][CH2:15][CH2:16][CH2:17][NH:18][C:19]([CH2:20][O:21][CH2:22][C:23]([NH:24][C:25]1[CH:30]=[CH:29][C:28]([CH:31]([NH:51][C:52]([CH:54]2[CH2:55][CH2:56][C:57]([F:61])([F:60])[CH2:58][CH2:59]2)=[O:53])[CH2:32][CH2:33][N:34]2[CH:39]3[CH2:40][CH2:41][CH:35]2[CH2:36][CH:37]([N:42]2[C:46]([CH3:47])=[N:45][N:44]=[C:43]2[CH:48]([CH3:50])[CH3:49])[CH2:38]3)=[CH:27][CH:26]=1)=[O:62])=[O:63]. The catalyst is CO. The reactants are C(OC(=O)[NH:10][CH2:11][CH2:12][CH2:13][CH2:14][CH2:15][CH2:16][CH2:17][NH:18][C:19](=[O:63])[CH2:20][O:21][CH2:22][C:23](=[O:62])[NH:24][C:25]1[CH:30]=[CH:29][C:28]([CH:31]([NH:51][C:52]([CH:54]2[CH2:59][CH2:58][C:57]([F:61])([F:60])[CH2:56][CH2:55]2)=[O:53])[CH2:32][CH2:33][N:34]2[CH:39]3[CH2:40][CH2:41][CH:35]2[CH2:36][CH:37]([N:42]2[C:46]([CH3:47])=[N:45][N:44]=[C:43]2[CH:48]([CH3:50])[CH3:49])[CH2:38]3)=[CH:27][CH:26]=1)C1C=CC=CC=1. (4) The reactants are [Cl:1][C:2]1[C:9]([CH3:10])=[C:8]([N:11]2[CH2:15][C@@H:14]3[C@H:16]([N:19]=[N+]=[N-])[CH2:17][CH2:18][N:13]3[C:12]2=[O:22])[CH:7]=[CH:6][C:3]=1[C:4]#[N:5]. The catalyst is CO.O=[Pt]=O. The product is [NH2:19][C@H:16]1[CH:14]2[N:13]([C:12](=[O:22])[N:11]([C:8]3[CH:7]=[CH:6][C:3]([C:4]#[N:5])=[C:2]([Cl:1])[C:9]=3[CH3:10])[CH2:15]2)[CH2:18][CH2:17]1. The yield is 0.682. (5) The reactants are BrC1C=CC(O)=C(C2C=[CH:16][C:15]3[C:10](=[CH:11][CH:12]=[C:13]([C:18]4[N:22]([CH:23]5[CH2:28][CH2:27][CH2:26][CH2:25][CH2:24]5)[C:21]5[CH:29]=[CH:30][C:31]([C:33]([OH:35])=[O:34])=[CH:32][C:20]=5[N:19]=4)[CH:14]=3)[N:9]=2)C=1.C(OC(C1C=CC2N(C3CCCCC3)C(C3C=CC(N)=C(C=O)C=3)=NC=2C=1)=O)C.[OH:66][C:67]1[CH:68]=[C:69]([C:74](=O)[CH3:75])[CH:70]=[C:71]([OH:73])[CH:72]=1.[OH-].[K+]. The catalyst is C(O)C. The product is [CH:23]1([N:22]2[C:21]3[CH:29]=[CH:30][C:31]([C:33]([OH:35])=[O:34])=[CH:32][C:20]=3[N:19]=[C:18]2[C:13]2[CH:14]=[C:15]3[C:10](=[CH:11][CH:12]=2)[N:9]=[C:74]([C:69]2[CH:68]=[C:67]([OH:66])[CH:72]=[C:71]([OH:73])[CH:70]=2)[CH:75]=[CH:16]3)[CH2:24][CH2:25][CH2:26][CH2:27][CH2:28]1. The yield is 0.180.